Dataset: Peptide-MHC class I binding affinity with 185,985 pairs from IEDB/IMGT. Task: Regression. Given a peptide amino acid sequence and an MHC pseudo amino acid sequence, predict their binding affinity value. This is MHC class I binding data. (1) The peptide sequence is LLYILFLVK. The MHC is HLA-A68:01 with pseudo-sequence HLA-A68:01. The binding affinity (normalized) is 0.203. (2) The peptide sequence is GSSPIIEVK. The MHC is HLA-A11:01 with pseudo-sequence HLA-A11:01. The binding affinity (normalized) is 0.775. (3) The peptide sequence is RVRGAVTGM. The MHC is HLA-B48:01 with pseudo-sequence HLA-B48:01. The binding affinity (normalized) is 0.0847. (4) The peptide sequence is CRFPRAHK. The MHC is HLA-B27:05 with pseudo-sequence HLA-B27:05. The binding affinity (normalized) is 0.515. (5) The peptide sequence is AVIIRGHLR. The MHC is HLA-A68:01 with pseudo-sequence HLA-A68:01. The binding affinity (normalized) is 0.272. (6) The peptide sequence is RPMSASRPA. The MHC is HLA-B18:01 with pseudo-sequence HLA-B18:01. The binding affinity (normalized) is 0.0847.